This data is from Catalyst prediction with 721,799 reactions and 888 catalyst types from USPTO. The task is: Predict which catalyst facilitates the given reaction. (1) Reactant: Cl.CN.CC[N:6]([CH2:9]C)[CH2:7][CH3:8].C([C:13]1[CH:29]=[CH:28][CH:27]=C[C:14]=1[O:15][CH2:16][CH2:17][CH2:18][CH2:19][CH2:20][C:21]([O:23][CH2:24][CH3:25])=[O:22])=O.[BH4-].[Na+]. Product: [CH3:9][NH:6][CH2:7][C:8]1[CH:27]=[CH:28][CH:29]=[CH:13][C:14]=1[O:15][CH2:16][CH2:17][CH2:18][CH2:19][CH2:20][C:21]([O:23][CH2:24][CH3:25])=[O:22]. The catalyst class is: 24. (2) Reactant: [CH2:1]([N:8]1[C:12]([C:13]([F:16])([F:15])[F:14])=[C:11]([CH3:17])[C:10]([C:18]2[CH:23]=[CH:22][C:21]([Cl:24])=[CH:20][C:19]=2[F:25])=[C:9]1[C:26]([O:28]CC)=[O:27])[C:2]1[CH:7]=[CH:6][CH:5]=[CH:4][CH:3]=1.[OH-].[Na+]. Product: [CH2:1]([N:8]1[C:12]([C:13]([F:14])([F:15])[F:16])=[C:11]([CH3:17])[C:10]([C:18]2[CH:23]=[CH:22][C:21]([Cl:24])=[CH:20][C:19]=2[F:25])=[C:9]1[C:26]([OH:28])=[O:27])[C:2]1[CH:7]=[CH:6][CH:5]=[CH:4][CH:3]=1. The catalyst class is: 315.